From a dataset of Reaction yield outcomes from USPTO patents with 853,638 reactions. Predict the reaction yield, written as a fraction of the theoretical maximum amount of product (1.0 means a 100% yield; for example, 0.34 means a 34% yield). (1) The reactants are [Cl-].O[NH3+:3].[C:4](=[O:7])([O-])[OH:5].[Na+].CS(C)=O.[CH2:13]([C:17]1[N:18]([CH2:31][C:32]2[CH:37]=[CH:36][C:35]([C:38]3[C:39]([C:44]#[N:45])=[CH:40][CH:41]=[CH:42][CH:43]=3)=[CH:34][CH:33]=2)[C:19](=[O:30])[C:20]([C:24]2[CH:25]=[N:26][N:27]([CH3:29])[CH:28]=2)=[C:21]([CH3:23])[N:22]=1)[CH2:14][CH2:15][CH3:16]. The catalyst is O. The product is [CH2:13]([C:17]1[N:18]([CH2:31][C:32]2[CH:33]=[CH:34][C:35]([C:38]3[CH:43]=[CH:42][CH:41]=[CH:40][C:39]=3[C:44]3[NH:3][C:4](=[O:7])[O:5][N:45]=3)=[CH:36][CH:37]=2)[C:19](=[O:30])[C:20]([C:24]2[CH:25]=[N:26][N:27]([CH3:29])[CH:28]=2)=[C:21]([CH3:23])[N:22]=1)[CH2:14][CH2:15][CH3:16]. The yield is 0.270. (2) The reactants are C1([SiH3])C=CC=CC=1.[NH2:8][C:9]1[C:23]([C:24]([O:26]CC=C)=[O:25])=[C:12]2[N:13]=[C:14]([O:17][CH2:18][CH2:19][N:20]([CH3:22])[CH3:21])[CH:15]=[CH:16][N:11]2[N:10]=1.CCOCC. The catalyst is C(Cl)Cl.C1(P(C2C=CC=CC=2)C2C=CC=CC=2)C=CC=CC=1.[Pd]. The product is [NH2:8][C:9]1[C:23]([C:24]([OH:26])=[O:25])=[C:12]2[N:13]=[C:14]([O:17][CH2:18][CH2:19][N:20]([CH3:22])[CH3:21])[CH:15]=[CH:16][N:11]2[N:10]=1. The yield is 0.670. (3) The reactants are [OH:1][C@@H:2]1[CH2:7][CH2:6][CH2:5][N:4]([C:8]([O:10][C:11]([CH3:14])([CH3:13])[CH3:12])=[O:9])[CH2:3]1.[H-].[Na+].Cl[C:18]1[N:23]=[C:22]([C:24]2[C:32]3[C:27](=[CH:28][N:29]=[C:30]([C:33]4[CH:34]=[N:35][N:36]([CH3:38])[CH:37]=4)[CH:31]=3)[N:26]([CH:39]3[CH2:44][CH2:43][CH2:42][CH2:41][O:40]3)[N:25]=2)[CH:21]=[CH:20][CH:19]=1. The catalyst is CN(C=O)C. The product is [CH3:38][N:36]1[CH:37]=[C:33]([C:30]2[CH:31]=[C:32]3[C:24]([C:22]4[N:23]=[C:18]([O:1][C@@H:2]5[CH2:7][CH2:6][CH2:5][N:4]([C:8]([O:10][C:11]([CH3:14])([CH3:13])[CH3:12])=[O:9])[CH2:3]5)[CH:19]=[CH:20][CH:21]=4)=[N:25][N:26]([CH:39]4[CH2:44][CH2:43][CH2:42][CH2:41][O:40]4)[C:27]3=[CH:28][N:29]=2)[CH:34]=[N:35]1. The yield is 0.279. (4) The reactants are [CH3:1][O:2][C:3]1[CH:4]=[C:5]2[C:10](=[C:11]([N:13]3[CH2:19][CH2:18][CH2:17][N:16]([CH3:20])[CH2:15][CH2:14]3)[CH:12]=1)[NH:9][C:8]([C:21]([OH:23])=O)=[CH:7][C:6]2=[O:24].C(N(C(C)C)CC)(C)C.CN(C(ON1N=NC2C=CC=CC1=2)=[N+](C)C)C.[B-](F)(F)(F)F.C1C=CC2N(O)N=NC=2C=1.[O:66]1[CH2:71][CH2:70][N:69]([C:72]2[CH:78]=[CH:77][C:75]([NH2:76])=[CH:74][CH:73]=2)[CH2:68][CH2:67]1. The catalyst is CN(C)C=O.CO. The product is [N:69]1([C:72]2[CH:73]=[CH:74][C:75]([NH:76][C:21]([C:8]3[NH:9][C:10]4[C:5]([C:6](=[O:24])[CH:7]=3)=[CH:4][C:3]([O:2][CH3:1])=[CH:12][C:11]=4[N:13]3[CH2:19][CH2:18][CH2:17][N:16]([CH3:20])[CH2:15][CH2:14]3)=[O:23])=[CH:77][CH:78]=2)[CH2:68][CH2:67][O:66][CH2:71][CH2:70]1. The yield is 0.690. (5) The reactants are [CH2:1]([O:3][C:4]1[CH:9]=[CH:8][C:7]([C:10]2[CH:18]=[CH:17][CH:16]=[C:15]3[C:11]=2[CH2:12][CH2:13][C:14]3=[O:19])=[C:6]([OH:20])[C:5]=1[O:21][CH3:22])[CH3:2].C(=O)([O-])[O-].[K+].[K+].Br[CH2:30][C:31]1[CH:36]=[CH:35][C:34]([S:37]([CH3:40])(=[O:39])=[O:38])=[CH:33][CH:32]=1. The catalyst is C(#N)C. The product is [CH2:1]([O:3][C:4]1[CH:9]=[CH:8][C:7]([C:10]2[CH:18]=[CH:17][CH:16]=[C:15]3[C:11]=2[CH2:12][CH2:13][C:14]3=[O:19])=[C:6]([O:20][CH2:30][C:31]2[CH:32]=[CH:33][C:34]([S:37]([CH3:40])(=[O:39])=[O:38])=[CH:35][CH:36]=2)[C:5]=1[O:21][CH3:22])[CH3:2]. The yield is 0.240. (6) The reactants are [CH:1]([N:4]1[C:8]([C:9]2[N:18]=[C:17]3[N:11]([CH2:12][CH2:13][O:14][C:15]4[CH:22]=[C:21](O)[N:20]=[CH:19][C:16]=43)[CH:10]=2)=[N:7][CH:6]=[N:5]1)([CH3:3])[CH3:2].[NH:24]1[CH2:29][CH2:28][CH:27]([CH2:30][OH:31])[CH2:26][CH2:25]1.CO. The catalyst is C(Cl)Cl. The product is [CH:1]([N:4]1[C:8]([C:9]2[N:18]=[C:17]3[C:16]4[CH:19]=[N:20][C:21]([N:24]5[CH2:29][CH2:28][CH:27]([CH2:30][OH:31])[CH2:26][CH2:25]5)=[CH:22][C:15]=4[O:14][CH2:13][CH2:12][N:11]3[CH:10]=2)=[N:7][CH:6]=[N:5]1)([CH3:3])[CH3:2]. The yield is 0.480. (7) The reactants are [N:1]12[CH2:8][CH2:7][C:4]([C:9]([C:17]3[CH:22]=[CH:21][CH:20]=[CH:19][CH:18]=3)([C:11]3[CH:16]=[CH:15][CH:14]=[CH:13][CH:12]=3)[OH:10])([CH2:5][CH2:6]1)[CH2:3][CH2:2]2.[Br:23][CH2:24][CH2:25][C:26]1[CH:31]=[CH:30][CH:29]=[CH:28][CH:27]=1. The catalyst is CC#N.C(Cl)Cl.CO.CS(C)=O. The product is [Br-:23].[OH:10][C:9]([C:17]1[CH:22]=[CH:21][CH:20]=[CH:19][CH:18]=1)([C:11]1[CH:12]=[CH:13][CH:14]=[CH:15][CH:16]=1)[C:4]12[CH2:5][CH2:6][N+:1]([CH2:24][CH2:25][C:26]3[CH:31]=[CH:30][CH:29]=[CH:28][CH:27]=3)([CH2:2][CH2:3]1)[CH2:8][CH2:7]2. The yield is 0.486. (8) The reactants are Cl.[CH3:2][C:3]1[CH:8]=[C:7]([CH3:9])[CH:6]=[CH:5][C:4]=1[NH:10][NH2:11].[CH3:12][C:13]([CH3:20])([CH3:19])[C:14](=O)[CH2:15][C:16]#[N:17]. The catalyst is CCO.O. The product is [C:13]([C:14]1[CH:15]=[C:16]([NH2:17])[N:10]([C:4]2[CH:5]=[CH:6][C:7]([CH3:9])=[CH:8][C:3]=2[CH3:2])[N:11]=1)([CH3:20])([CH3:19])[CH3:12]. The yield is 0.360.